Task: Predict the product of the given reaction.. Dataset: Forward reaction prediction with 1.9M reactions from USPTO patents (1976-2016) (1) Given the reactants [N+:1]([C:4]1[CH:5]=[C:6]([CH:17]=[CH:18][CH:19]=1)[CH2:7][NH:8][CH2:9][C:10]([O:12][C:13]([CH3:16])([CH3:15])[CH3:14])=[O:11])([O-:3])=[O:2].C(N(CC)CC)C.[F:27][C:28]([F:39])([F:38])[C:29](O[C:29](=[O:30])[C:28]([F:39])([F:38])[F:27])=[O:30], predict the reaction product. The product is: [N+:1]([C:4]1[CH:5]=[C:6]([CH:17]=[CH:18][CH:19]=1)[CH2:7][N:8]([C:29](=[O:30])[C:28]([F:39])([F:38])[F:27])[CH2:9][C:10]([O:12][C:13]([CH3:14])([CH3:15])[CH3:16])=[O:11])([O-:3])=[O:2]. (2) Given the reactants [F:1][C:2]1[CH:3]=[C:4]2[C:12](=[CH:13][CH:14]=1)[NH:11][C:10]1[CH2:9][NH:8][CH2:7][CH2:6][C:5]2=1.CO[O:17][CH2:18][C@H:19]1[O:23][C@@:22](C(C2C=CC=CC=2)(C2C=CC=CC=2)C2C=CC=CC=2)([N:24]2[CH:32]=[N:31][C:30]3[C:25]2=[N:26][CH:27]=[N:28][C:29]=3S(C)(=O)=O)[C@:21]([CH3:57])([OH:56])[C@@H:20]1[OH:58], predict the reaction product. The product is: [CH3:57][C@@:21]1([OH:56])[C@H:20]([OH:58])[C@@H:19]([CH2:18][OH:17])[O:23][C@H:22]1[N:24]1[CH:32]=[N:31][C:30]2[C:25]1=[N:26][CH:27]=[N:28][C:29]=2[N:8]1[CH2:7][CH2:6][C:5]2[C:4]3[C:12](=[CH:13][CH:14]=[C:2]([F:1])[CH:3]=3)[NH:11][C:10]=2[CH2:9]1. (3) Given the reactants [CH3:1][N:2]([CH3:18])[CH2:3][C:4]([NH:6][C:7]1[C:15]2[C:10](=[CH:11][CH:12]=[C:13]([C:16]#[CH:17])[CH:14]=2)[NH:9][N:8]=1)=[O:5].[N:19]([CH2:22][C:23]1[CH:28]=[CH:27][CH:26]=[C:25]([CH3:29])[CH:24]=1)=[N+:20]=[N-:21].O.O[C@H]([C@@H]1C([O-])=C(O)C(=O)O1)CO.[Na+], predict the reaction product. The product is: [CH3:1][N:2]([CH3:18])[CH2:3][C:4]([NH:6][C:7]1[C:15]2[C:10](=[CH:11][CH:12]=[C:13]([C:16]3[N:21]=[N:20][N:19]([CH2:22][C:23]4[CH:28]=[CH:27][CH:26]=[C:25]([CH3:29])[CH:24]=4)[CH:17]=3)[CH:14]=2)[NH:9][N:8]=1)=[O:5]. (4) Given the reactants [CH:1]([O:4][C:5]([N:7]1[CH2:12][CH2:11][CH:10]([CH2:13][O:14][C:15]2[CH:20]=[CH:19][C:18](B3OC(C)(C)C(C)(C)O3)=[CH:17][N:16]=2)[CH2:9][CH2:8]1)=[O:6])([CH3:3])[CH3:2].[C:30]([O:34][C:35]([NH:37][C@H:38]([C:56]([N:58]1[CH2:62][CH2:61][C:60]([F:64])([F:63])[CH2:59]1)=[O:57])[C@H:39]([C:41]1[CH:46]=[CH:45][C:44](OS(C(F)(F)F)(=O)=O)=[CH:43][C:42]=1[F:55])[CH3:40])=[O:36])([CH3:33])([CH3:32])[CH3:31], predict the reaction product. The product is: [CH:1]([O:4][C:5]([N:7]1[CH2:8][CH2:9][CH:10]([CH2:13][O:14][C:15]2[CH:20]=[CH:19][C:18]([C:44]3[CH:45]=[CH:46][C:41]([C@H:39]([CH3:40])[C@H:38]([NH:37][C:35]([O:34][C:30]([CH3:32])([CH3:31])[CH3:33])=[O:36])[C:56]([N:58]4[CH2:62][CH2:61][C:60]([F:64])([F:63])[CH2:59]4)=[O:57])=[C:42]([F:55])[CH:43]=3)=[CH:17][N:16]=2)[CH2:11][CH2:12]1)=[O:6])([CH3:2])[CH3:3]. (5) Given the reactants Cl[C:2]1[N:7]=[C:6]([NH:8][C:9]([C:11]2([C:14]3[CH:24]=[CH:23][C:17]4[O:18][C:19]([F:22])([F:21])[O:20][C:16]=4[CH:15]=3)[CH2:13][CH2:12]2)=[O:10])[CH:5]=[CH:4][C:3]=1[CH3:25].[CH3:26][O:27][C:28]1[N:33]=[CH:32][C:31](B(O)O)=[C:30](C)[CH:29]=1.[C:38]([O-])([O-])=O.[Na+].[Na+], predict the reaction product. The product is: [F:21][C:19]1([F:22])[O:18][C:17]2[CH:23]=[CH:24][C:14]([C:11]3([C:9]([NH:8][C:6]4[N:7]=[C:2]([C:29]5[C:28]([O:27][CH3:26])=[N:33][CH:32]=[C:31]([CH3:38])[CH:30]=5)[C:3]([CH3:25])=[CH:4][CH:5]=4)=[O:10])[CH2:13][CH2:12]3)=[CH:15][C:16]=2[O:20]1. (6) Given the reactants C([O:8][N:9]([CH2:12][C@@H:13]([CH2:17][CH2:18][CH2:19][CH3:20])[C:14](O)=[O:15])[CH:10]=[O:11])C1C=CC=CC=1.[NH:21]1[CH2:25][CH2:24][CH2:23][C@H:22]1[C:26]1[NH:27][C:28]2[CH:34]=[C:33]([NH:35][S:36]([C:39]3[CH:44]=[CH:43][CH:42]=[CH:41][CH:40]=3)(=[O:38])=[O:37])[CH:32]=[CH:31][C:29]=2[N:30]=1, predict the reaction product. The product is: [CH:10]([N:9]([CH2:12][C@@H:13]([CH2:17][CH2:18][CH2:19][CH3:20])[C:14]([N:21]1[CH2:25][CH2:24][CH2:23][C@H:22]1[C:26]1[NH:27][C:28]2[CH:34]=[C:33]([NH:35][S:36]([C:39]3[CH:44]=[CH:43][CH:42]=[CH:41][CH:40]=3)(=[O:37])=[O:38])[CH:32]=[CH:31][C:29]=2[N:30]=1)=[O:15])[OH:8])=[O:11].